Dataset: Reaction yield outcomes from USPTO patents with 853,638 reactions. Task: Predict the reaction yield, written as a fraction of the theoretical maximum amount of product (1.0 means a 100% yield; for example, 0.34 means a 34% yield). (1) The reactants are [CH2:1]([N:7]([CH3:45])[C:8]([C@@H:10]1[CH2:14][C@H:13]([O:15][C:16]2[C:25]3[C:20](=[C:21]([CH3:28])[C:22]([O:26][CH3:27])=[CH:23][CH:24]=3)[N:19]=[C:18]([C:29]3[S:30][CH:31]=[C:32]([C:34]([F:37])([F:36])[F:35])[N:33]=3)[CH:17]=2)[CH2:12][N:11]1C(OC(C)(C)C)=O)=[O:9])[CH2:2][CH2:3][CH2:4][CH:5]=[CH2:6].C(Cl)(=O)C. The catalyst is CO. The product is [CH2:1]([N:7]([CH3:45])[C:8]([C@@H:10]1[CH2:14][C@H:13]([O:15][C:16]2[C:25]3[C:20](=[C:21]([CH3:28])[C:22]([O:26][CH3:27])=[CH:23][CH:24]=3)[N:19]=[C:18]([C:29]3[S:30][CH:31]=[C:32]([C:34]([F:35])([F:36])[F:37])[N:33]=3)[CH:17]=2)[CH2:12][NH:11]1)=[O:9])[CH2:2][CH2:3][CH2:4][CH:5]=[CH2:6]. The yield is 1.00. (2) The reactants are [Cl:1][C:2]1[C:7]([Cl:8])=[CH:6][CH:5]=[CH:4][C:3]=1[CH2:9][NH:10][CH:11]1[CH2:16][CH2:15][N:14](C(OC(C)(C)C)=O)[CH2:13][CH2:12]1.[CH3:24][CH:25]([CH2:28][CH2:29][CH3:30])[CH:26]=O.[C:31]([OH:38])(=[O:37])/[CH:32]=[CH:33]/[C:34]([OH:36])=[O:35]. The catalyst is CO. The product is [C:31]([OH:38])(=[O:37])/[CH:32]=[CH:33]/[C:34]([OH:36])=[O:35].[CH3:24][CH:25]([CH2:28][CH2:29][CH3:30])[CH2:26][N:10]([CH2:9][C:3]1[CH:4]=[CH:5][CH:6]=[C:7]([Cl:8])[C:2]=1[Cl:1])[CH:11]1[CH2:12][CH2:13][NH:14][CH2:15][CH2:16]1. The yield is 0.251.